This data is from Catalyst prediction with 721,799 reactions and 888 catalyst types from USPTO. The task is: Predict which catalyst facilitates the given reaction. (1) Reactant: Br[C:2]1[CH:3]=[C:4]([NH:10][C:11]2[CH:16]=[CH:15][C:14]([C:17]3[CH2:18][CH2:19][N:20]([CH:23]4[CH2:26][O:25][CH2:24]4)[CH2:21][CH:22]=3)=[CH:13][N:12]=2)[C:5](=[O:9])[N:6]([CH3:8])[CH:7]=1.[C:27]([O:30][CH2:31][C:32]1[C:33]([N:47]2[CH2:59][CH2:58][N:50]3[C:51]4[CH2:52][CH2:53][CH2:54][CH2:55][C:56]=4[CH:57]=[C:49]3[C:48]2=[O:60])=[N:34][CH:35]=[CH:36][C:37]=1B1OC(C)(C)C(C)(C)O1)(=[O:29])[CH3:28].[O-]P([O-])([O-])=O.[K+].[K+].[K+].C([O-])(=O)C.[Na+]. Product: [C:27]([O:30][CH2:31][C:32]1[C:33]([N:47]2[CH2:59][CH2:58][N:50]3[C:51]4[CH2:52][CH2:53][CH2:54][CH2:55][C:56]=4[CH:57]=[C:49]3[C:48]2=[O:60])=[N:34][CH:35]=[CH:36][C:37]=1[C:2]1[CH:3]=[C:4]([NH:10][C:11]2[CH:16]=[CH:15][C:14]([C:17]3[CH2:18][CH2:19][N:20]([CH:23]4[CH2:26][O:25][CH2:24]4)[CH2:21][CH:22]=3)=[CH:13][N:12]=2)[C:5](=[O:9])[N:6]([CH3:8])[CH:7]=1)(=[O:29])[CH3:28]. The catalyst class is: 379. (2) Reactant: [F:1][C:2]1[C:30]([N:31]2[CH2:37][CH2:36][CH2:35][O:34][CH2:33][CH2:32]2)=[CH:29][C:5]2[NH:6][C:7]([C:9]3[C:13]([NH:14][C:15]([N:17]4[CH2:22][CH2:21][CH2:20][CH2:19][CH2:18]4)=[O:16])=[CH:12][N:11](C4CCCCO4)[N:10]=3)=[N:8][C:4]=2[CH:3]=1.Cl. Product: [F:1][C:2]1[C:30]([N:31]2[CH2:37][CH2:36][CH2:35][O:34][CH2:33][CH2:32]2)=[CH:29][C:5]2[NH:6][C:7]([C:9]3[C:13]([NH:14][C:15]([N:17]4[CH2:22][CH2:21][CH2:20][CH2:19][CH2:18]4)=[O:16])=[CH:12][NH:11][N:10]=3)=[N:8][C:4]=2[CH:3]=1. The catalyst class is: 12. (3) Reactant: N1C2C(=NC=CC=2)N([O:10][C:11]2[C:20]3[C:15](=[CH:16][CH:17]=[CH:18][CH:19]=3)[N:14]=[CH:13][N:12]=2)N=1.[CH3:21][O:22][C:23]1[C:28](B(O)O)=[CH:27][CH:26]=[CH:25][N:24]=1.C([O-])([O-])=O.[Cs+].[Cs+]. Product: [CH3:21][O:22][C:23]1[C:28]([O:10][C:11]2[C:20]3[C:15](=[CH:16][CH:17]=[CH:18][CH:19]=3)[N:14]=[CH:13][N:12]=2)=[CH:27][CH:26]=[CH:25][N:24]=1. The catalyst class is: 104. (4) Reactant: CC1N=CC=CC=1C(N)=O.[C:11]([C:15]1[N:20]=[C:19]([CH3:21])[C:18]([CH:22]([NH2:24])[CH3:23])=[CH:17][CH:16]=1)([CH3:14])([CH3:13])[CH3:12].[F:25][C:26]1[CH:27]=[CH:28][C:29]2[N:33]=[CH:32][N:31]([CH2:34][C:35](O)=[O:36])[C:30]=2[C:38]=1[F:39].CN(C(ON1N=NC2C=CC=NC1=2)=[N+](C)C)C.F[P-](F)(F)(F)(F)F.CCN(C(C)C)C(C)C. Product: [C:11]([C:15]1[N:20]=[C:19]([CH3:21])[C:18]([CH:22]([NH:24][C:35](=[O:36])[CH2:34][N:31]2[C:30]3[C:38]([F:39])=[C:26]([F:25])[CH:27]=[CH:28][C:29]=3[N:33]=[CH:32]2)[CH3:23])=[CH:17][CH:16]=1)([CH3:14])([CH3:12])[CH3:13]. The catalyst class is: 6. (5) The catalyst class is: 60. Reactant: [CH3:1][O:2][C:3](=[O:26])[CH2:4][C@H:5]1[C:9]2[CH:10]=[CH:11][C:12]([O:14][C@H:15]3[C:23]4[C:18](=[C:19]([OH:25])[CH:20]=[CH:21][C:22]=4[F:24])[CH2:17][CH2:16]3)=[CH:13][C:8]=2[O:7][CH2:6]1.F[C:28]1[N:33]=[CH:32][C:31]([O:34][CH2:35][CH2:36][C:37]([CH3:40])([OH:39])[CH3:38])=[CH:30][CH:29]=1. Product: [CH3:1][O:2][C:3](=[O:26])[CH2:4][C@H:5]1[C:9]2[CH:10]=[CH:11][C:12]([O:14][C@H:15]3[C:23]4[C:18](=[C:19]([O:25][C:28]5[CH:29]=[CH:30][C:31]([O:34][CH2:35][CH2:36][C:37]([OH:39])([CH3:38])[CH3:40])=[CH:32][N:33]=5)[CH:20]=[CH:21][C:22]=4[F:24])[CH2:17][CH2:16]3)=[CH:13][C:8]=2[O:7][CH2:6]1.